Dataset: Catalyst prediction with 721,799 reactions and 888 catalyst types from USPTO. Task: Predict which catalyst facilitates the given reaction. Reactant: I[CH2:2][CH2:3][CH2:4][CH2:5][CH2:6][CH2:7][CH2:8][CH3:9].[Br:10][C:11]1[C:12]([OH:21])=[C:13]([O:19][CH3:20])[CH:14]=[C:15]([CH:18]=1)[CH:16]=[O:17].C(=O)([O-])[O-].[K+].[K+]. Product: [Br:10][C:11]1[CH:18]=[C:15]([CH:14]=[C:13]([O:19][CH3:20])[C:12]=1[O:21][CH2:2][CH2:3][CH2:4][CH2:5][CH2:6][CH2:7][CH2:8][CH3:9])[CH:16]=[O:17]. The catalyst class is: 3.